Dataset: Forward reaction prediction with 1.9M reactions from USPTO patents (1976-2016). Task: Predict the product of the given reaction. (1) Given the reactants [NH:1]1[CH2:6][CH2:5][CH:4]([C:7]2[CH:12]=[CH:11][C:10]([NH:13][C:14]([C:16]3[N:17]=[C:18]([C:22]4[CH:27]=[CH:26][CH:25]=[CH:24][CH:23]=4)[O:19][C:20]=3[CH3:21])=[O:15])=[CH:9][CH:8]=2)[CH2:3][CH2:2]1.F[C:29]1[CH:37]=[CH:36][C:32]([C:33]([OH:35])=[O:34])=[CH:31][N:30]=1.C(N(C(C)C)CC)(C)C, predict the reaction product. The product is: [CH3:21][C:20]1[O:19][C:18]([C:22]2[CH:27]=[CH:26][CH:25]=[CH:24][CH:23]=2)=[N:17][C:16]=1[C:14]([NH:13][C:10]1[CH:9]=[CH:8][C:7]([CH:4]2[CH2:5][CH2:6][N:1]([C:29]3[CH:37]=[CH:36][C:32]([C:33]([OH:35])=[O:34])=[CH:31][N:30]=3)[CH2:2][CH2:3]2)=[CH:12][CH:11]=1)=[O:15]. (2) Given the reactants [CH2:1]([O:8][C:9](=[O:22])[CH:10]([NH:14][C:15]([O:17][C:18]([CH3:21])([CH3:20])[CH3:19])=[O:16])[CH2:11][CH:12]=O)[C:2]1[CH:7]=[CH:6][CH:5]=[CH:4][CH:3]=1.CC(O)=O.C(O[Na])(C)=O.[NH2:32][C@H:33]([C:36]([O:38][CH3:39])=[O:37])[CH2:34][SH:35].Cl, predict the reaction product. The product is: [CH3:39][O:38][C:36]([CH:33]1[CH2:34][S:35][CH:12]([CH2:11][CH:10]([C:9]([O:8][CH2:1][C:2]2[CH:7]=[CH:6][CH:5]=[CH:4][CH:3]=2)=[O:22])[NH:14][C:15]([O:17][C:18]([CH3:21])([CH3:20])[CH3:19])=[O:16])[NH:32]1)=[O:37]. (3) The product is: [OH:24][C:20]1[CH:21]=[CH:22][CH:23]=[C:16]([O:1][CH2:2][C@@H:3]2[CH2:4][CH2:5][C:6](=[O:14])[N:7]2[C:8]2[CH:9]=[CH:10][CH:11]=[CH:12][C:13]=2[O:47][CH3:45])[C:17]=1[CH:18]=[O:19]. Given the reactants [OH:1][CH2:2][C@H:3]1[N:7]([C:8]2[CH:13]=[CH:12][CH:11]=[CH:10][CH:9]=2)[C:6](=[O:14])[CH2:5][CH2:4]1.O[C:16]1[CH:23]=[CH:22][CH:21]=[C:20]([OH:24])[C:17]=1[CH:18]=[O:19].C1C=CC(P(C2C=CC=CC=2)C2C=CC=CC=2)=CC=1.C[CH:45]([O:47]C(/N=N/C(OC(C)C)=O)=O)C, predict the reaction product. (4) Given the reactants [CH3:1][C:2]1[O:6][N:5]=[C:4]([C:7]2[CH:12]=[CH:11][CH:10]=[CH:9][CH:8]=2)[C:3]=1[C:13]([OH:15])=[O:14].S(Cl)(Cl)=O.[CH2:20](O)[CH3:21], predict the reaction product. The product is: [CH2:20]([O:14][C:13]([C:3]1[C:4]([C:7]2[CH:12]=[CH:11][CH:10]=[CH:9][CH:8]=2)=[N:5][O:6][C:2]=1[CH3:1])=[O:15])[CH3:21]. (5) Given the reactants [C:1]1([C:7]2([C:14]3[CH:19]=[CH:18][CH:17]=[CH:16][CH:15]=3)[O:13][CH:8]2[C:9]([O:11][CH3:12])=[O:10])[CH:6]=[CH:5][CH:4]=[CH:3][CH:2]=1.[C:20]1([OH:26])[CH:25]=[CH:24][CH:23]=[CH:22][CH:21]=1, predict the reaction product. The product is: [OH:13][CH:8]([C:7]([O:26][C:20]1[CH:25]=[CH:24][CH:23]=[CH:22][CH:21]=1)([C:14]1[CH:19]=[CH:18][CH:17]=[CH:16][CH:15]=1)[C:1]1[CH:2]=[CH:3][CH:4]=[CH:5][CH:6]=1)[C:9]([O:11][CH3:12])=[O:10]. (6) Given the reactants [N+:1]([O-:4])(O)=[O:2].[F:5][C:6]1[CH:11]=[CH:10][CH:9]=[C:8]([F:12])[C:7]=1[OH:13], predict the reaction product. The product is: [F:5][C:6]1[CH:11]=[C:10]([N+:1]([O-:4])=[O:2])[CH:9]=[C:8]([F:12])[C:7]=1[OH:13]. (7) The product is: [CH3:14][C:9]1([CH3:15])[NH:8][CH2:13][CH2:12][N:11]([S:24]([CH3:23])(=[O:26])=[O:25])[CH2:10]1. Given the reactants C(OC([N:8]1[CH2:13][CH2:12][NH:11][CH2:10][C:9]1([CH3:15])[CH3:14])=O)(C)(C)C.CCN(CC)CC.[CH3:23][S:24](Cl)(=[O:26])=[O:25].O, predict the reaction product. (8) Given the reactants C(=O)([O-])O.[Na+].CO.Cl.[NH2:9][CH2:10][C:11]([C:13]1[CH:18]=[CH:17][C:16]([Br:19])=[CH:15][CH:14]=1)=[O:12].[C:20](O[C:20]([O:22][C:23]([CH3:26])([CH3:25])[CH3:24])=[O:21])([O:22][C:23]([CH3:26])([CH3:25])[CH3:24])=[O:21], predict the reaction product. The product is: [Br:19][C:16]1[CH:17]=[CH:18][C:13]([C:11](=[O:12])[CH2:10][NH:9][C:20](=[O:21])[O:22][C:23]([CH3:26])([CH3:25])[CH3:24])=[CH:14][CH:15]=1. (9) Given the reactants C(N1C=CN=C1)(N1C=CN=C1)=O.[C:13]([NH:20][CH2:21][C:22]([OH:24])=[O:23])([O:15]C(C)(C)C)=O.[CH2:25](O)[CH2:26][CH2:27][CH:28]=[CH2:29].Cl.CS(O)(=O)=O.[C:38]([O:40][CH3:41])(=[O:39])[C:38]([O:40][CH3:41])=[O:39].C(N(CC)CC)C, predict the reaction product. The product is: [O:15]=[C:13]([NH:20][CH2:21][C:22](=[O:23])[O:24][CH2:25][CH2:26][CH2:27][CH:28]=[CH2:29])[C:38]([O:40][CH3:41])=[O:39]. (10) Given the reactants C[O:2][C:3](=[O:42])[CH2:4][CH:5]1[C:14]2[C:9](=[C:10]([F:15])[CH:11]=[CH:12][CH:13]=2)[N:8]=[C:7]([C:16]2[CH:21]=[CH:20][C:19]([C:22]3[CH:27]=[CH:26][CH:25]=[C:24]([O:28][CH3:29])[CH:23]=3)=[CH:18][CH:17]=2)[N:6]1[C:30]1[CH:35]=[C:34]([C:36]([F:39])([F:38])[F:37])[CH:33]=[CH:32][C:31]=1[O:40][CH3:41].[OH-].[Na+], predict the reaction product. The product is: [CH3:29][O:28][C:24]1[CH:23]=[C:22]([C:19]2[CH:20]=[CH:21][C:16]([C:7]3[N:6]([C:30]4[CH:35]=[C:34]([C:36]([F:39])([F:38])[F:37])[CH:33]=[CH:32][C:31]=4[O:40][CH3:41])[CH:5]([CH2:4][C:3]([OH:42])=[O:2])[C:14]4[C:9](=[C:10]([F:15])[CH:11]=[CH:12][CH:13]=4)[N:8]=3)=[CH:17][CH:18]=2)[CH:27]=[CH:26][CH:25]=1.